This data is from Catalyst prediction with 721,799 reactions and 888 catalyst types from USPTO. The task is: Predict which catalyst facilitates the given reaction. Reactant: [CH:1]1([NH2:6])[CH2:5][CH2:4][CH2:3][CH2:2]1.O=[C:8]([CH2:13][C:14]([OH:16])=[O:15])[CH2:9][C:10]([OH:12])=[O:11].Cl[CH2:18][CH:19]=O.Cl. Product: [C:10]([CH2:9][C:8]1[N:6]([CH:1]2[CH2:5][CH2:4][CH2:3][CH2:2]2)[CH:18]=[CH:19][C:13]=1[C:14]([OH:16])=[O:15])([OH:12])=[O:11]. The catalyst class is: 6.